Dataset: Full USPTO retrosynthesis dataset with 1.9M reactions from patents (1976-2016). Task: Predict the reactants needed to synthesize the given product. (1) Given the product [CH:32]1([CH2:31][O:30][C:22]2[CH:23]=[C:24]([F:29])[C:25]([O:27][CH3:28])=[CH:26][C:21]=2[C:20]2[CH:19]=[CH:18][N:17]=[C:16]3[C:12]([C:10]([NH:9][C@H:6]4[CH2:7][CH2:8][C@H:3]([NH:2][C:36](=[O:39])[CH2:37][CH3:38])[CH2:4][CH2:5]4)=[O:11])=[C:13]([CH3:35])[NH:14][C:15]=23)[CH2:33][CH2:34]1, predict the reactants needed to synthesize it. The reactants are: Cl.[NH2:2][C@H:3]1[CH2:8][CH2:7][C@H:6]([NH:9][C:10]([C:12]2[C:16]3=[N:17][CH:18]=[CH:19][C:20]([C:21]4[CH:26]=[C:25]([O:27][CH3:28])[C:24]([F:29])=[CH:23][C:22]=4[O:30][CH2:31][CH:32]4[CH2:34][CH2:33]4)=[C:15]3[NH:14][C:13]=2[CH3:35])=[O:11])[CH2:5][CH2:4]1.[C:36](Cl)(=[O:39])[CH2:37][CH3:38]. (2) Given the product [F:1][C:2]1[CH:8]=[C:7]2[C:5](=[CH:4][CH:3]=1)[N:6]=[CH:17][CH:12]=[CH:13]2, predict the reactants needed to synthesize it. The reactants are: [F:1][C:2]1[CH:8]=[CH:7][C:5]([NH2:6])=[CH:4][CH:3]=1.[N+]([C:12]1[CH:17]=CC=C[CH:13]=1)([O-])=O.B(O)(O)O.S(=O)(=O)(O)O.[OH-].[Na+]. (3) Given the product [OH:42][B:34]1[CH:17]([NH:16][C:15](=[O:47])[CH2:14][N:11]2[CH2:12][CH2:13][NH:8][CH2:9][C:10]2=[O:48])[CH2:18][C:19]2[CH:24]=[CH:23][CH:22]=[C:21]([C:25]([OH:27])=[O:26])[C:20]=2[O:35]1, predict the reactants needed to synthesize it. The reactants are: C(OC([N:8]1[CH2:13][CH2:12][N:11]([CH2:14][C:15](=[O:47])[NH:16][CH:17]([B:34]2[O:42]C3C(C)(C4CC(C3)C4(C)C)[O:35]2)[CH2:18][C:19]2[CH:24]=[CH:23][CH:22]=[C:21]([C:25]([O:27]C(C)(C)C)=[O:26])[C:20]=2OC)[C:10](=[O:48])[CH2:9]1)=O)(C)(C)C.B(Cl)(Cl)Cl. (4) Given the product [Cl:8][C:6]1[CH:5]=[C:4]([C:9]2([C:28]([F:29])([F:31])[F:30])[O:13][N:12]=[C:11]([C:14]3[C:22]4[N:18]([CH:19]=[CH:20][CH:21]=4)[C:17]([C:23]([OH:25])=[O:24])=[CH:16][CH:15]=3)[CH2:10]2)[CH:3]=[C:2]([Cl:1])[CH:7]=1, predict the reactants needed to synthesize it. The reactants are: [Cl:1][C:2]1[CH:3]=[C:4]([C:9]2([C:28]([F:31])([F:30])[F:29])[O:13][N:12]=[C:11]([C:14]3[C:22]4[N:18]([CH:19]=[CH:20][CH:21]=4)[C:17]([C:23]([O:25]CC)=[O:24])=[CH:16][CH:15]=3)[CH2:10]2)[CH:5]=[C:6]([Cl:8])[CH:7]=1.[OH-].[Na+].Cl. (5) Given the product [CH2:11]([O:7][CH2:6][CH2:5][N:4]([CH3:8])[CH3:3])[CH:10]=[CH2:9], predict the reactants needed to synthesize it. The reactants are: [H-].[Na+].[CH3:3][N:4]([CH3:8])[CH2:5][CH2:6][OH:7].[CH2:9](Br)[CH:10]=[CH2:11]. (6) Given the product [C:41]1([C:47]2[O:48][C:49]([C:78]([F:80])([F:81])[F:79])=[C:50]([C:52]([NH:54][C:55]3[CH:56]=[CH:57][C:58]([C:61]4[CH:66]=[CH:65][C:64]([C:67]([C@@H:69]5[CH2:74][CH2:73][CH2:72][CH2:71][C@H:70]5[C:75]([OH:77])=[O:76])=[O:68])=[CH:63][CH:62]=4)=[CH:59][CH:60]=3)=[O:53])[N:51]=2)[CH:46]=[CH:45][CH:44]=[CH:43][CH:42]=1, predict the reactants needed to synthesize it. The reactants are: C1(C2OC(C(F)(F)F)=C(C(NC3C=CC(C4C=CC(C([C@@H]5CCC[C@H]5C(O)=O)=O)=CC=4)=CC=3)=O)N=2)C=CC=CC=1.[C:41]1([C:47]2[O:48][C:49]([C:78]([F:81])([F:80])[F:79])=[C:50]([C:52]([NH:54][C:55]3[CH:60]=[CH:59][C:58]([C:61]4[CH:66]=[CH:65][C:64]([C:67]([CH:69]5[CH2:74][CH2:73][CH2:72][CH2:71][CH:70]5[C:75]([OH:77])=[O:76])=[O:68])=[CH:63][CH:62]=4)=[CH:57][CH:56]=3)=[O:53])[N:51]=2)[CH:46]=[CH:45][CH:44]=[CH:43][CH:42]=1.C1(C2OC(C(F)(F)F)=C(C(O)=O)N=2)C=CC=CC=1.NC1C=CC(C2C=CC(C([C@@H]3CCCC[C@H]3C(O)=O)=O)=CC=2)=CC=1. (7) Given the product [S:32]1[C:33]2[CH:39]=[CH:38][CH:37]=[CH:36][C:34]=2[N:35]=[C:31]1[NH:1][CH2:2][C:3]1[C:12](=[O:13])[C:11]2[C:6](=[CH:7][C:8]([Cl:14])=[CH:9][CH:10]=2)[N:5]([C:15]2[CH:16]=[CH:17][CH:18]=[CH:19][CH:20]=2)[CH:4]=1, predict the reactants needed to synthesize it. The reactants are: [NH2:1][CH2:2][C:3]1[C:12](=[O:13])[C:11]2[C:6](=[CH:7][C:8]([Cl:14])=[CH:9][CH:10]=2)[N:5]([C:15]2[CH:20]=[CH:19][CH:18]=[CH:17][CH:16]=2)[CH:4]=1.C(N(CC)C(C)C)(C)C.Cl[C:31]1[S:32][C:33]2[CH:39]=[CH:38][CH:37]=[CH:36][C:34]=2[N:35]=1. (8) Given the product [Cl:31][C:32]1[CH:40]=[C:39]2[C:35]([CH:36]=[C:37]([C:41]([N:94]3[CH2:95][CH2:96][C:91]([OH:97])([CH3:90])[CH2:92][CH2:93]3)=[O:42])[NH:38]2)=[CH:34][C:33]=1[O:44][CH:45]1[CH2:46][CH2:47][N:48]([CH:51]([CH3:52])[CH3:53])[CH2:49][CH2:50]1, predict the reactants needed to synthesize it. The reactants are: FC1(F)CCN(C(C2NC3C(C=2)=CC(OC2CCN(C(C)C)CC2)=CC=3)=O)CC1.Cl.[Cl:31][C:32]1[CH:40]=[C:39]2[C:35]([CH:36]=[C:37]([C:41](O)=[O:42])[NH:38]2)=[CH:34][C:33]=1[O:44][CH:45]1[CH2:50][CH2:49][N:48]([CH:51]([CH3:53])[CH3:52])[CH2:47][CH2:46]1.ClC1C=C2C(C=C(C(N3CCC(F)(F)CC3)=O)N2C2C=NC=NC=2)=CC=1OC1CCN(C(C)C)CC1.[CH3:90][C:91]1([OH:97])[CH2:96][CH2:95][NH:94][CH2:93][CH2:92]1. (9) Given the product [CH2:1]([N:8]([CH2:30][CH:31]1[CH2:35][CH2:34][CH2:33][CH2:32]1)[C@@H:9]1[CH2:14][CH2:13][C@@H:12]([CH2:15][C:16]([OH:18])=[O:17])[CH2:11][C@H:10]1[C:20]1[CH:25]=[CH:24][C:23]([C:26]([F:27])([F:28])[F:29])=[CH:22][CH:21]=1)[C:2]1[CH:3]=[CH:4][CH:5]=[CH:6][CH:7]=1, predict the reactants needed to synthesize it. The reactants are: [CH2:1]([N:8]([CH2:30][CH:31]1[CH2:35][CH2:34][CH2:33][CH2:32]1)[C@@H:9]1[CH2:14][CH2:13][C@@H:12]([CH2:15][C:16]([O:18]C)=[O:17])[CH2:11][C@H:10]1[C:20]1[CH:25]=[CH:24][C:23]([C:26]([F:29])([F:28])[F:27])=[CH:22][CH:21]=1)[C:2]1[CH:7]=[CH:6][CH:5]=[CH:4][CH:3]=1.[OH-].[Na+].Cl. (10) Given the product [F:35][CH:5]([O:7][C:8]([N:10]1[CH2:15][CH2:14][CH:13]([NH:16][C:17]([C:19]2[C:23]([NH:24][C:25](=[O:34])[C:26]3[C:31]([Cl:32])=[CH:30][CH:29]=[CH:28][C:27]=3[Cl:33])=[CH:22][NH:21][N:20]=2)=[O:18])[CH2:12][CH2:11]1)=[O:9])[CH3:6], predict the reactants needed to synthesize it. The reactants are: C(O[CH:5]([O:7][C:8]([N:10]1[CH2:15][CH2:14][CH:13]([NH:16][C:17]([C:19]2[C:23]([NH:24][C:25](=[O:34])[C:26]3[C:31]([Cl:32])=[CH:30][CH:29]=[CH:28][C:27]=3[Cl:33])=[CH:22][NH:21][N:20]=2)=[O:18])[CH2:12][CH2:11]1)=[O:9])[CH3:6])(=O)C.[F-:35].C([N+](CCCC)(CCCC)CCCC)CCC.